From a dataset of Catalyst prediction with 721,799 reactions and 888 catalyst types from USPTO. Predict which catalyst facilitates the given reaction. Reactant: [CH3:1][O:2][C:3]([C@@:5]1([CH2:19][C:20]([CH3:22])=[CH2:21])[CH2:9][C:8](=[O:10])[N:7]([C:11]2[C:16]([CH3:17])=[CH:15][CH:14]=[CH:13][C:12]=2[CH3:18])[CH2:6]1)=[O:4]. Product: [CH3:1][O:2][C:3]([C@@:5]1([CH2:19][CH:20]([CH3:22])[CH3:21])[CH2:9][C:8](=[O:10])[N:7]([C:11]2[C:16]([CH3:17])=[CH:15][CH:14]=[CH:13][C:12]=2[CH3:18])[CH2:6]1)=[O:4]. The catalyst class is: 515.